From a dataset of Acute oral toxicity (LD50) regression data from Zhu et al.. Regression/Classification. Given a drug SMILES string, predict its toxicity properties. Task type varies by dataset: regression for continuous values (e.g., LD50, hERG inhibition percentage) or binary classification for toxic/non-toxic outcomes (e.g., AMES mutagenicity, cardiotoxicity, hepatotoxicity). Dataset: ld50_zhu. (1) The rat oral LD50 is 1.51, given as -log10 of the dose in mol/kg body weight (higher means more acutely toxic). The compound is C=CC(=O)OCC(CC)CCCC. (2) The compound is Clc1nc(Cl)nc(Cl)n1. The rat oral LD50 is 2.58, given as -log10 of the dose in mol/kg body weight (higher means more acutely toxic). (3) The compound is Oc1ccc(-c2ccccc2)cc1CN1CCCCC1. The rat oral LD50 is 3.95, given as -log10 of the dose in mol/kg body weight (higher means more acutely toxic).